Dataset: Catalyst prediction with 721,799 reactions and 888 catalyst types from USPTO. Task: Predict which catalyst facilitates the given reaction. Reactant: [F:1][C:2]1[CH:19]=[CH:18][CH:17]=[CH:16][C:3]=1[CH2:4][O:5][C:6]1[CH:15]=[CH:14][C:9]([C:10]([O:12]C)=[O:11])=[CH:8][CH:7]=1.[OH-].[K+].Cl. Product: [F:1][C:2]1[CH:19]=[CH:18][CH:17]=[CH:16][C:3]=1[CH2:4][O:5][C:6]1[CH:15]=[CH:14][C:9]([C:10]([OH:12])=[O:11])=[CH:8][CH:7]=1. The catalyst class is: 92.